From a dataset of Peptide-MHC class I binding affinity with 185,985 pairs from IEDB/IMGT. Regression. Given a peptide amino acid sequence and an MHC pseudo amino acid sequence, predict their binding affinity value. This is MHC class I binding data. (1) The peptide sequence is LFLSFCSLF. The MHC is HLA-A26:02 with pseudo-sequence HLA-A26:02. The binding affinity (normalized) is 0.0847. (2) The binding affinity (normalized) is 0.0847. The peptide sequence is NRYGVAYVY. The MHC is HLA-A11:01 with pseudo-sequence HLA-A11:01. (3) The peptide sequence is MSDLTFSEE. The MHC is HLA-A26:01 with pseudo-sequence HLA-A26:01. The binding affinity (normalized) is 0.0847. (4) The peptide sequence is APSASAFFGM. The MHC is HLA-B07:02 with pseudo-sequence HLA-B07:02. The binding affinity (normalized) is 0.556. (5) The peptide sequence is AVSVYGAIT. The MHC is HLA-A02:02 with pseudo-sequence HLA-A02:02. The binding affinity (normalized) is 0.136. (6) The peptide sequence is NSLISDQLL. The MHC is H-2-Db with pseudo-sequence H-2-Db. The binding affinity (normalized) is 0.208. (7) The binding affinity (normalized) is 0.936. The MHC is HLA-C04:01 with pseudo-sequence HLA-C04:01. The peptide sequence is YFDDVTAFL. (8) The peptide sequence is SGALDTTSY. The MHC is HLA-A01:01 with pseudo-sequence HLA-A01:01. The binding affinity (normalized) is 0. (9) The peptide sequence is KVTVPTNDHI. The MHC is HLA-A68:02 with pseudo-sequence HLA-A68:02. The binding affinity (normalized) is 0.187. (10) The peptide sequence is YQAYAAPQL. The MHC is BoLA-D18.4 with pseudo-sequence BoLA-D18.4. The binding affinity (normalized) is 0.577.